From a dataset of Catalyst prediction with 721,799 reactions and 888 catalyst types from USPTO. Predict which catalyst facilitates the given reaction. (1) Reactant: C(/N=[CH:6]/[C:7]1[C:12]([CH2:13][CH3:14])=[CH:11][CH:10]=[CH:9][C:8]=1[Cl:15])CCC.S(=O)(=O)(O)[OH:17]. Product: [Cl:15][C:8]1[CH:9]=[CH:10][CH:11]=[C:12]([CH2:13][CH3:14])[C:7]=1[CH:6]=[O:17]. The catalyst class is: 69. (2) Reactant: C([O:8][C:9]1[CH:14]=[CH:13][C:12]([CH2:15][CH2:16][O:17][C:18]2[CH:23]=[CH:22][C:21]([CH2:24][CH2:25][NH:26][CH2:27][C@@H:28]([C:37]3[CH:42]=[C:41]([O:43]CC4C=CC=CC=4)[CH:40]=[C:39]([O:51]CC4C=CC=CC=4)[CH:38]=3)[O:29][Si:30]([C:33]([CH3:36])([CH3:35])[CH3:34])([CH3:32])[CH3:31])=[CH:20][CH:19]=2)=[CH:11][C:10]=1[C@@H:59]([C:69]1[CH:74]=[CH:73][CH:72]=[CH:71][CH:70]=1)[CH2:60][CH2:61][N:62]([CH:66]([CH3:68])[CH3:67])[CH:63]([CH3:65])[CH3:64])C1C=CC=CC=1.C([O-])=O.[NH4+]. Product: [Si:30]([O:29][C@H:28]([C:37]1[CH:42]=[C:41]([OH:43])[CH:40]=[C:39]([OH:51])[CH:38]=1)[CH2:27][NH:26][CH2:25][CH2:24][C:21]1[CH:22]=[CH:23][C:18]([O:17][CH2:16][CH2:15][C:12]2[CH:13]=[CH:14][C:9]([OH:8])=[C:10]([C@@H:59]([C:69]3[CH:74]=[CH:73][CH:72]=[CH:71][CH:70]=3)[CH2:60][CH2:61][N:62]([CH:63]([CH3:65])[CH3:64])[CH:66]([CH3:68])[CH3:67])[CH:11]=2)=[CH:19][CH:20]=1)([C:33]([CH3:36])([CH3:34])[CH3:35])([CH3:32])[CH3:31]. The catalyst class is: 105. (3) The catalyst class is: 6. Reactant: [Na:1].[CH2:2]1[O:4][CH2:3]1.[C:5]([OH:10])(=[O:9])[C:6]([CH3:8])=[CH2:7].[CH2:11]=[CH:12][C:13]1[CH:18]=[CH:17][CH:16]=[CH:15][CH:14]=1.C(OCCCC)(=O)C=C.S(OOS([O-])(=O)=O)([O-])(=O)=O.[NH4+].[NH4+]. Product: [CH:11]([CH2:7][C:6](=[CH2:8])[C:5]([OH:10])=[O:9])=[CH:12][C:13]1[CH:18]=[CH:17][CH:16]=[CH:15][CH:14]=1.[Na:1].[CH2:3]1[O:4][CH2:2]1.[C:5]([OH:10])(=[O:9])[C:6]([CH3:8])=[CH2:7]. (4) Reactant: [OH:1][CH2:2][CH2:3][O:4][C:5]1[CH:32]=[CH:31][C:8]2[C:9](=[O:30])/[C:10](=[CH:12]/[C:13]3[C:21]4[C:16](=[CH:17][CH:18]=[CH:19][CH:20]=4)[N:15](COCC[Si](C)(C)C)[N:14]=3)/[O:11][C:7]=2[C:6]=1[CH2:33][N:34]1[CH2:39][CH2:38][N:37]([C:40]([O:42][C:43]([CH3:46])([CH3:45])[CH3:44])=[O:41])[CH2:36][CH2:35]1.[F-].C([N+](CCCC)(CCCC)CCCC)CCC.O. Product: [NH:15]1[C:16]2[C:21](=[CH:20][CH:19]=[CH:18][CH:17]=2)[C:13](/[CH:12]=[C:10]2\[O:11][C:7]3[C:6]([CH2:33][N:34]4[CH2:39][CH2:38][N:37]([C:40]([O:42][C:43]([CH3:46])([CH3:44])[CH3:45])=[O:41])[CH2:36][CH2:35]4)=[C:5]([O:4][CH2:3][CH2:2][OH:1])[CH:32]=[CH:31][C:8]=3[C:9]\2=[O:30])=[N:14]1. The catalyst class is: 1. (5) Reactant: C(OC(=O)[NH:7][C:8]1[CH:13]=[C:12]([N:14]([CH3:18])[CH2:15][CH2:16][CH3:17])[C:11]([C:19]([F:22])([F:21])[F:20])=[CH:10][C:9]=1[NH:23][C:24](=[O:41])[CH2:25][C:26]([C:28]1[CH:33]=[CH:32][CH:31]=[C:30]([C:34]2[CH:39]=[CH:38][N:37]=[C:36]([CH3:40])[CH:35]=2)[CH:29]=1)=O)(C)(C)C.C(O)(C(F)(F)F)=O. Product: [CH3:18][N:14]([CH2:15][CH2:16][CH3:17])[C:12]1[C:11]([C:19]([F:22])([F:20])[F:21])=[CH:10][C:9]2[NH:23][C:24](=[O:41])[CH2:25][C:26]([C:28]3[CH:33]=[CH:32][CH:31]=[C:30]([C:34]4[CH:39]=[CH:38][N:37]=[C:36]([CH3:40])[CH:35]=4)[CH:29]=3)=[N:7][C:8]=2[CH:13]=1. The catalyst class is: 2. (6) Reactant: [C:1]1([C:7]2[CH:12]=[CH:11][N:10]=[C:9]([OH:13])[N:8]=2)[CH:6]=[CH:5][CH:4]=[CH:3][CH:2]=1.C([O-])([O-])=O.[K+].[K+].Br[CH2:21][CH2:22][CH2:23][CH2:24][Cl:25]. Product: [Cl:25][CH2:24][CH2:23][CH2:22][CH2:21][N:10]1[CH:11]=[CH:12][C:7]([C:1]2[CH:2]=[CH:3][CH:4]=[CH:5][CH:6]=2)=[N:8][C:9]1=[O:13]. The catalyst class is: 9. (7) Reactant: [Cl:1][C:2]1[C:7]([Cl:8])=[CH:6][C:5]([NH2:9])=[C:4]([NH2:10])[CH:3]=1.C([O:15][C:16](=O)[CH2:17][C:18]([C:20]1[CH:25]=[CH:24][CH:23]=[C:22]([C:26]2[CH:31]=[CH:30][N:29]=[C:28]([CH3:32])[C:27]=2[CH3:33])[CH:21]=1)=O)(C)(C)C. Product: [Cl:1][C:2]1[C:7]([Cl:8])=[CH:6][C:5]2[NH:9][C:16](=[O:15])[CH2:17][C:18]([C:20]3[CH:25]=[CH:24][CH:23]=[C:22]([C:26]4[CH:31]=[CH:30][N:29]=[C:28]([CH3:32])[C:27]=4[CH3:33])[CH:21]=3)=[N:10][C:4]=2[CH:3]=1. The catalyst class is: 113. (8) Reactant: [F:1][C:2]1[CH:3]=[C:4]([CH:18]=[CH:19][CH:20]=1)[CH2:5][O:6][C:7]1[CH:14]=[CH:13][C:12]([N+:15]([O-])=O)=[CH:11][C:8]=1[C:9]#[N:10].[Sn](Cl)(Cl)(Cl)Cl. Product: [NH2:15][C:12]1[CH:13]=[CH:14][C:7]([O:6][CH2:5][C:4]2[CH:18]=[CH:19][CH:20]=[C:2]([F:1])[CH:3]=2)=[C:8]([CH:11]=1)[C:9]#[N:10]. The catalyst class is: 25.